Dataset: Catalyst prediction with 721,799 reactions and 888 catalyst types from USPTO. Task: Predict which catalyst facilitates the given reaction. (1) Product: [F:23][C:24]1[CH:29]=[CH:28][C:27]([CH2:30][CH2:31][NH:32][C:1](=[O:7])/[CH:2]=[CH:3]/[CH2:4][CH3:5])=[CH:26][CH:25]=1. The catalyst class is: 54. Reactant: [C:1]([OH:7])(=O)/[CH:2]=[CH:3]/[CH2:4][CH3:5].CN1CCOCC1.ClC(OCC(C)C)=O.[F:23][C:24]1[CH:29]=[CH:28][C:27]([CH2:30][CH2:31][NH2:32])=[CH:26][CH:25]=1. (2) Reactant: [SH:1][C:2]1[CH:7]=[CH:6][C:5]([N+:8]([O-:10])=[O:9])=[CH:4][N:3]=1.O.[C:12](=O)([O-])[O-].[Na+].[Na+].CI. Product: [N+:8]([C:5]1[CH:4]=[N:3][C:2]([S:1][CH3:12])=[CH:7][CH:6]=1)([O-:10])=[O:9]. The catalyst class is: 97. (3) Reactant: [CH3:1][N:2]1[C:6]([C:7]2[N:11]([CH3:12])[N:10]=[CH:9][CH:8]=2)=[CH:5][C:4]([C:13]([O:15]C)=[O:14])=[CH:3]1.[OH-].[Na+]. Product: [CH3:1][N:2]1[C:6]([C:7]2[N:11]([CH3:12])[N:10]=[CH:9][CH:8]=2)=[CH:5][C:4]([C:13]([OH:15])=[O:14])=[CH:3]1. The catalyst class is: 7.